Task: Regression. Given two drug SMILES strings and cell line genomic features, predict the synergy score measuring deviation from expected non-interaction effect.. Dataset: NCI-60 drug combinations with 297,098 pairs across 59 cell lines (1) Synergy scores: CSS=2.11, Synergy_ZIP=-1.25, Synergy_Bliss=-2.19, Synergy_Loewe=1.61, Synergy_HSA=-1.56. Drug 2: C(CN)CNCCSP(=O)(O)O. Drug 1: C(=O)(N)NO. Cell line: SN12C. (2) Drug 1: C1=CC(=CC=C1C#N)C(C2=CC=C(C=C2)C#N)N3C=NC=N3. Drug 2: C1CN(P(=O)(OC1)NCCCl)CCCl. Cell line: K-562. Synergy scores: CSS=-5.59, Synergy_ZIP=0.663, Synergy_Bliss=-2.47, Synergy_Loewe=-3.16, Synergy_HSA=-4.78. (3) Drug 1: CN1C2=C(C=C(C=C2)N(CCCl)CCCl)N=C1CCCC(=O)O.Cl. Drug 2: CC1=C(C=C(C=C1)C(=O)NC2=CC(=CC(=C2)C(F)(F)F)N3C=C(N=C3)C)NC4=NC=CC(=N4)C5=CN=CC=C5. Cell line: HT29. Synergy scores: CSS=41.6, Synergy_ZIP=2.11, Synergy_Bliss=-0.0293, Synergy_Loewe=-5.07, Synergy_HSA=-1.38. (4) Drug 1: C1=CC(=CC=C1CCC2=CNC3=C2C(=O)NC(=N3)N)C(=O)NC(CCC(=O)O)C(=O)O. Drug 2: CN(C)N=NC1=C(NC=N1)C(=O)N. Cell line: SF-268. Synergy scores: CSS=19.0, Synergy_ZIP=-1.30, Synergy_Bliss=2.07, Synergy_Loewe=-51.8, Synergy_HSA=-2.73. (5) Drug 1: CN1CCC(CC1)COC2=C(C=C3C(=C2)N=CN=C3NC4=C(C=C(C=C4)Br)F)OC. Drug 2: COC1=C(C=C2C(=C1)N=CN=C2NC3=CC(=C(C=C3)F)Cl)OCCCN4CCOCC4. Cell line: NCI-H226. Synergy scores: CSS=35.9, Synergy_ZIP=-5.30, Synergy_Bliss=6.27, Synergy_Loewe=8.20, Synergy_HSA=8.47. (6) Drug 1: CC(CN1CC(=O)NC(=O)C1)N2CC(=O)NC(=O)C2. Drug 2: C#CCC(CC1=CN=C2C(=N1)C(=NC(=N2)N)N)C3=CC=C(C=C3)C(=O)NC(CCC(=O)O)C(=O)O. Cell line: UO-31. Synergy scores: CSS=8.82, Synergy_ZIP=-1.89, Synergy_Bliss=-1.46, Synergy_Loewe=-1.36, Synergy_HSA=-1.71.